This data is from Full USPTO retrosynthesis dataset with 1.9M reactions from patents (1976-2016). The task is: Predict the reactants needed to synthesize the given product. Given the product [Cl:1][C:2]1[S:3][C:4]([C:8]([N:32]=[N+:33]=[N-:34])=[O:10])=[C:5]([Cl:7])[N:6]=1, predict the reactants needed to synthesize it. The reactants are: [Cl:1][C:2]1[S:3][C:4]([C:8]([OH:10])=O)=[C:5]([Cl:7])[N:6]=1.CCN(CC)CC.C1(P([N:32]=[N+:33]=[N-:34])(C2C=CC=CC=2)=O)C=CC=CC=1.